From a dataset of Experimentally validated miRNA-target interactions with 360,000+ pairs, plus equal number of negative samples. Binary Classification. Given a miRNA mature sequence and a target amino acid sequence, predict their likelihood of interaction. (1) The miRNA is hsa-let-7e-5p with sequence UGAGGUAGGAGGUUGUAUAGUU. The protein sequence of the target gene is MAAADGDDSLYPIAVLIDELRNEDVQLRLNSIKKLSTIALALGVERTRSELLPFLTDTIYDEDEVLLALAEQLGTFTTLVGGPEYVHCLLPPLESLATVEETVVRDKAVESLRAISHEHSPSDLEAHFVPLVKRLAGGDWFTSRTSACGLFSVCYPRVSSAVKAELRQYFRNLCSDDTPMVRRAAASKLGEFAKVLELDNVKSEIIPMFSNLASDEQDSVRLLAVEACVNIAQLLPQEDLEALVMPTLRQAAEDKSWRVRYMVADKFTELQKAVGPEITKTDLVPAFQNLMKDCEAEVRA.... Result: 1 (interaction). (2) The protein sequence of the target gene is MAEPRGPVDHGVQIRFITEPVSGAEMGTLRRGGRRPAKDARASTYGVAVRVQGIAGQPFVVLNSGEKGGDSFGVQIKGANDQGASGALSSDLELPENPYSQVKGFPAPSQSSTSDEEPGAYWNGKLLRSHSQASLAGPGPVDPSNRSNSMLELAPKVASPGSTIDTAPLSSVDSLINKFDSQLGGQARGRTGRRTRMLPPEQRKRSKSLDSRLPRDTFEERERQSTNHWTSSTKYDNHVGTSKQPAQSQNLSPLSGFSRSRQTQDWVLQSFEEPRRSAQDPTMLQFKSTPDLLRDQQEAA.... Result: 0 (no interaction). The miRNA is hsa-miR-4313 with sequence AGCCCCCUGGCCCCAAACCC. (3) The protein sequence of the target gene is MAAVDDLQFEEFGNAATSLTANPDATTVNIEDPGETPKHQPGSPRGSGREEDDELLGNDDSDKTELLAGQKKSSPFWTFEYYQTFFDVDTYQVFDRIKGSLLPIPGKNFVRLYIRSNPDLYGPFWICATLVFAIAISGNLSNFLIHLGEKTYHYVPEFRKVSIAATIIYAYAWLVPLALWGFLMWRNSKVMNIVSYSFLEIVCVYGYSLFIYIPTAILWIIPQKAVRWILVMIALGISGSLLAMTFWPAVREDNRRVALATIVTIVLLHMLLSVGCLAYFFDAPEMDHLPTTTATPNQTV.... The miRNA is ath-miR859 with sequence UCUCUCUGUUGUGAAGUCAAA. Result: 0 (no interaction). (4) The miRNA is mmu-miR-681 with sequence CAGCCUCGCUGGCAGGCAGCU. The protein sequence of the target gene is MLCRAACSTGRRLGPVAGAAGSRHKHSLPDLPYDYGALEPHINAQIMQLHHSKHHAAYVNNLNATEEKYHEALAKGDVTTQVALQPALKFNGGGHINHTIFWTNLSPKGGGEPKGELLEAIKRDFGSFEKFKEKLTAVSVGVQGSGWGWLGFNKEQGRLQIAACSNQDPLQGTTGLIPLLGIDVWEHAYYLQYKNVRPDYLKAIWNVINWENVTERYTACKK. Result: 0 (no interaction). (5) The miRNA is hsa-miR-4741 with sequence CGGGCUGUCCGGAGGGGUCGGCU. The protein sequence of the target gene is MADDLDFETGDAGASATFPMQCSALRKNGFVVLKGWPCKIVEMSASKTGKHGHAKVHLVGIDIFTGKKYEDICPSTHNMDVPNIKRNDFQLIGIQDGYLSLLQDSGEVPEDLRLPEGDLGKEIEQKYDCGEEILITVLSAMTEEAAVAIKAMAK. Result: 1 (interaction). (6) The protein sequence of the target gene is MIWKRSAVLRFYSVCGLLLQGSQGQFPLTQNVTVVEGGTAILTCRVDQNDNTSLQWSNPAQQTLYFDDKKALRDNRIELVRASWHELSISVSDVSLSDEGQYTCSLFTMPVKTSKAYLTVLGVPEKPQISGFSSPVMEGDLMQLTCKTSGSKPAADIRWFKNDKEIKDVKYLKEEDANRKTFTVSSTLDFRVDRSDDGVAVICRVDHESLNATPQVAMQVLEIHYTPSVKIIPSTPFPQEGQALTLTCESKGKPLPEPVLWTKDGAELPDPDRMVVSGRELNILFLNKTDNGTYRCEATN.... The miRNA is hsa-miR-3124-5p with sequence UUCGCGGGCGAAGGCAAAGUC. Result: 0 (no interaction). (7) The protein sequence of the target gene is MAAANPWDPASAPNGAGLVLGHFIASGMVNQEMLNMSKKTVSCFVNFTRLQQITNIQAEIYQKNLEIELLKLEKDTADVVHPFFLAQKCHTLQSMNNHLEAVLKEKRSLRQRLLKPMCQENLPIEAVYHRYMVHLLELAVTFIERLETHLETIRNIPHLAANLKKMNQALAKMDILVTETEELAENILKWRKQQNEVSSCIPKILAEESYLYKHDIIMPPLPFTSKVHVQTINAK. Result: 1 (interaction). The miRNA is hsa-miR-150-5p with sequence UCUCCCAACCCUUGUACCAGUG. (8) The miRNA is mmu-miR-297a-5p with sequence AUGUAUGUGUGCAUGUGCAUGU. The protein sequence of the target gene is MELAGFHCCSWTVILLSALLPTTWRPPAAAHFIHRADLLSNTQMERAPLAKLTLTVNQSTVTEQREMAVFYCNTNADNITIHWVSNNSLLVLNERMKLSADNKTLTILIVQREDSGSYLCEVQHGFEVQRSNTASLTVNYGPDPVSIKLDSGVAAGDVVEVMEGNTVNFRVEAQSSPVPAYAWYLPSDFIQPPTTGTFTIDAVSREHEGMYRCLVSNPVTNLSRLGVVKVQVLEKVTAPNIEFPTLALVENATSVTLTCKTSHQRVGVHWFLKGQPLRPSDRLTLSSQNRTLTIHGLQRD.... Result: 1 (interaction). (9) The miRNA is mmu-miR-467b-5p with sequence GUAAGUGCCUGCAUGUAUAUG. The protein sequence of the target gene is MEGKPMRRCTNIRPGETGMDVTSRCTLGDPNKLPEGVPQPARMPYISDKHPRQTLEVINLLRKHRELCDVVLVVGAKKIYAHRVILSACSPYFRAMFTGELAESRQTEVVIRDIDERAMELLIDFAYTSQITVEEGNVQTLLPAACLLQLAEIQEACCEFLKRQLDPSNCLGIRAFADTHSCRELLRIADKFTQHNFQEVMESEEFMLLPANQLIDIISSDELNVRSEEQVFNAVMAWVKYSIQERRPQLPQVLQHVRLPLLSPKFLVGTVGSDPLIKSDEECRDLVDEAKNYLLLPQER.... Result: 0 (no interaction).